Dataset: Retrosynthesis with 50K atom-mapped reactions and 10 reaction types from USPTO. Task: Predict the reactants needed to synthesize the given product. Given the product COc1ccc(C=CC(=O)NNC(=O)C(F)(F)F)cc1, predict the reactants needed to synthesize it. The reactants are: COc1ccc(C=CC(=O)NN)cc1.O=C(OC(=O)C(F)(F)F)C(F)(F)F.